From a dataset of Forward reaction prediction with 1.9M reactions from USPTO patents (1976-2016). Predict the product of the given reaction. (1) The product is: [Cl:1][C:2]1[C:3]([N:11]2[CH2:16][CH2:15][N:14]([C:19]3[NH:20][C:21]4[CH:27]=[CH:26][C:25]([C:28]([F:31])([F:30])[F:29])=[CH:24][C:22]=4[N:23]=3)[C@H:13]([CH3:17])[CH2:12]2)=[N:4][CH:5]=[C:6]([CH2:8][O:9][CH3:10])[CH:7]=1. Given the reactants [Cl:1][C:2]1[C:3]([N:11]2[CH2:16][CH2:15][NH:14][C@H:13]([CH3:17])[CH2:12]2)=[N:4][CH:5]=[C:6]([CH2:8][O:9][CH3:10])[CH:7]=1.Cl[C:19]1[NH:23][C:22]2[CH:24]=[C:25]([C:28]([F:31])([F:30])[F:29])[CH:26]=[CH:27][C:21]=2[N:20]=1, predict the reaction product. (2) Given the reactants [ClH:1].Br[C:3]1[CH:25]=[CH:24][C:6]([CH2:7][O:8][C:9]2[CH:10]=[C:11]3[C:16](=[CH:17][CH:18]=2)[CH2:15][CH:14]([CH2:19][CH2:20][N:21]([CH3:23])[CH3:22])[CH2:13][CH2:12]3)=[CH:5][CH:4]=1.[C:26]1(C)[CH:31]=[CH:30][CH:29]=[CH:28][CH:27]=1.C(O)C.[C:36](=O)([O-:38])[O-:37].[Na+].[Na+], predict the reaction product. The product is: [ClH:1].[O:37]1[C:27]2[CH:28]=[CH:29][C:30]([C:3]3[CH:25]=[CH:24][C:6]([CH2:7][O:8][C:9]4[CH:10]=[C:11]5[C:16](=[CH:17][CH:18]=4)[CH2:15][CH:14]([CH2:19][CH2:20][N:21]([CH3:23])[CH3:22])[CH2:13][CH2:12]5)=[CH:5][CH:4]=3)=[CH:31][C:26]=2[O:38][CH2:36]1. (3) Given the reactants [CH3:1][NH:2][C:3]([C:5]1[C:6]2[C@@H:7](O)[C@H:8]([OH:26])[C@@H:9]([C:20]3[CH:25]=[CH:24][CH:23]=[CH:22][CH:21]=3)[NH:10][C:11]=2[C:12]2[N:17]=[C:16]([CH3:18])[N:15]([CH3:19])[C:13]=2[CH:14]=1)=[O:4].FC(F)(F)C(O)=O.C([SiH](CC)CC)C.[OH-].[Na+], predict the reaction product. The product is: [CH3:1][NH:2][C:3]([C:5]1[C:6]2[CH2:7][C@@H:8]([OH:26])[C@@H:9]([C:20]3[CH:25]=[CH:24][CH:23]=[CH:22][CH:21]=3)[NH:10][C:11]=2[C:12]2[N:17]=[C:16]([CH3:18])[N:15]([CH3:19])[C:13]=2[CH:14]=1)=[O:4]. (4) Given the reactants [OH:1][CH2:2][C:3]1[CH:8]=[C:7]([CH3:9])[CH:6]=[C:5]([N:10]=[N:11][C:12]2[CH:17]=[CH:16][C:15]([C:18]([F:21])([F:20])[F:19])=[CH:14][C:13]=2[N+:22]([O-])=O)[C:4]=1[OH:25].[OH-].[Na+].C(S(O)=O)(N)=N.Cl, predict the reaction product. The product is: [OH:1][CH2:2][C:3]1[CH:8]=[C:7]([CH3:9])[CH:6]=[C:5]([N:10]2[N:11]=[C:12]3[CH:17]=[CH:16][C:15]([C:18]([F:21])([F:20])[F:19])=[CH:14][C:13]3=[N:22]2)[C:4]=1[OH:25].